From a dataset of Catalyst prediction with 721,799 reactions and 888 catalyst types from USPTO. Predict which catalyst facilitates the given reaction. (1) Product: [Cl:1][C:2]1[CH:7]=[C:6]([Cl:8])[CH:5]=[CH:4][C:3]=1[C:9]1[CH:10]=[C:11]([OH:13])[NH:18][N:17]=1. The catalyst class is: 8. Reactant: [Cl:1][C:2]1[CH:7]=[C:6]([Cl:8])[CH:5]=[CH:4][C:3]=1[C:9](=O)[CH2:10][C:11]([O:13]C)=O.O.[NH2:17][NH2:18]. (2) Reactant: Br[C:2]1[N:7]=[C:6]([N:8]([CH2:17][C:18]2[CH:23]=[C:22]([O:24][CH2:25][CH3:26])[CH:21]=[C:20]([O:27][CH:28]([CH3:30])[CH3:29])[C:19]=2[F:31])[C:9]2[CH:16]=[CH:15][C:12]([C:13]#[N:14])=[CH:11][CH:10]=2)[CH:5]=[CH:4][CH:3]=1.[NH:32]([CH2:36]CO)[CH2:33]CO. Product: [CH3:33][N:32]([CH3:36])[C:2]1[N:7]=[C:6]([N:8]([CH2:17][C:18]2[CH:23]=[C:22]([O:24][CH2:25][CH3:26])[CH:21]=[C:20]([O:27][CH:28]([CH3:30])[CH3:29])[C:19]=2[F:31])[C:9]2[CH:16]=[CH:15][C:12]([C:13]#[N:14])=[CH:11][CH:10]=2)[CH:5]=[CH:4][CH:3]=1. The catalyst class is: 31. (3) Reactant: [Cl:1][C:2]1[CH:8]=[C:7]([O:9][C:10]2[C:19]3[C:14](=[CH:15][C:16]([O:22][CH3:23])=[C:17]([O:20][CH3:21])[CH:18]=3)[N:13]=[CH:12][N:11]=2)[CH:6]=[CH:5][C:3]=1[NH2:4].Cl[C:25](Cl)([O:27]C(=O)OC(Cl)(Cl)Cl)Cl.[NH2:36][C:37]1[CH:42]=[CH:41][C:40]([Cl:43])=[CH:39][N:38]=1.C(=O)([O-])O.[Na+]. Product: [Cl:1][C:2]1[CH:8]=[C:7]([O:9][C:10]2[C:19]3[C:14](=[CH:15][C:16]([O:22][CH3:23])=[C:17]([O:20][CH3:21])[CH:18]=3)[N:13]=[CH:12][N:11]=2)[CH:6]=[CH:5][C:3]=1[NH:4][C:25]([NH:36][C:37]1[CH:42]=[CH:41][C:40]([Cl:43])=[CH:39][N:38]=1)=[O:27]. The catalyst class is: 542. (4) Reactant: C(OC(=O)[NH:7][CH2:8][CH2:9][NH:10][CH:11]([C:15]1[O:16][C:17]2[C:22]([C:23](=[O:32])[C:24]=1[CH2:25][C:26]1[CH:31]=[CH:30][CH:29]=[CH:28][CH:27]=1)=[CH:21][CH:20]=[C:19]([Cl:33])[CH:18]=2)[CH:12]([CH3:14])[CH3:13])(C)(C)C. Product: [NH2:7][CH2:8][CH2:9][NH:10][CH:11]([C:15]1[O:16][C:17]2[C:22]([C:23](=[O:32])[C:24]=1[CH2:25][C:26]1[CH:27]=[CH:28][CH:29]=[CH:30][CH:31]=1)=[CH:21][CH:20]=[C:19]([Cl:33])[CH:18]=2)[CH:12]([CH3:13])[CH3:14]. The catalyst class is: 557. (5) Reactant: [Br:1][C:2]1[CH:9]=[CH:8][C:5]([CH:6]=[O:7])=[C:4]([F:10])[CH:3]=1.[F:11][C:12]([Si](C)(C)C)([F:14])[F:13].CCCC[N+](CCCC)(CCCC)CCCC.[F-].Cl. Product: [Br:1][C:2]1[CH:9]=[CH:8][C:5]([CH:6]([OH:7])[C:12]([F:14])([F:13])[F:11])=[C:4]([F:10])[CH:3]=1. The catalyst class is: 1. (6) Reactant: [OH:1][C:2]1[CH:7]=[CH:6][C:5]([CH:8]2[CH2:13][CH2:12][C:11](=[O:14])[CH2:10][CH2:9]2)=[CH:4][CH:3]=1.[C:15]([O-])([O-])=O.[K+].[K+].IC. Product: [CH3:15][O:1][C:2]1[CH:3]=[CH:4][C:5]([CH:8]2[CH2:9][CH2:10][C:11](=[O:14])[CH2:12][CH2:13]2)=[CH:6][CH:7]=1. The catalyst class is: 21.